From a dataset of Reaction yield outcomes from USPTO patents with 853,638 reactions. Predict the reaction yield, written as a fraction of the theoretical maximum amount of product (1.0 means a 100% yield; for example, 0.34 means a 34% yield). (1) The reactants are [CH3:1][O:2][C@H:3]1[C@@H:9]2[O:10][CH2:11][C@@H:12]([OH:13])[C@@H:8]2[O:7][C@@H:4]1[O:5][CH3:6].N1C=CC=CC=1.[CH3:20][S:21](Cl)(=[O:23])=[O:22]. The catalyst is ClCCl. The product is [CH3:1][O:2][C@H:3]1[C@@H:9]2[O:10][CH2:11][C@H:12]([O:13][S:21]([CH3:20])(=[O:23])=[O:22])[C@@H:8]2[O:7][C@@H:4]1[O:5][CH3:6]. The yield is 0.950. (2) The reactants are [CH3:1][O:2][C:3](=[O:21])[CH2:4][C:5]1[CH:10]=[CH:9][CH:8]=[C:7]([S:11][CH2:12][CH2:13][C@H:14]([O:16]S(C)(=O)=O)[CH3:15])[CH:6]=1.[F:22][C:23]1[CH:40]=[CH:39][C:26]([O:27][C:28]2[CH:33]=[C:32]([C:34]([F:37])([F:36])[F:35])[CH:31]=[CH:30][C:29]=2O)=[CH:25][CH:24]=1. No catalyst specified. The product is [CH3:1][O:2][C:3](=[O:21])[CH2:4][C:5]1[CH:10]=[CH:9][CH:8]=[C:7]([S:11][CH2:12][CH2:13][C@@H:14]([O:16][C:29]2[CH:30]=[CH:31][C:32]([C:34]([F:35])([F:36])[F:37])=[CH:33][C:28]=2[O:27][C:26]2[CH:39]=[CH:40][C:23]([F:22])=[CH:24][CH:25]=2)[CH3:15])[CH:6]=1. The yield is 0.750. (3) The reactants are [NH2:1][CH2:2][CH:3]([C:5]1[CH:10]=[CH:9][CH:8]=[CH:7][CH:6]=1)[CH3:4].C(N(CC)CC)C.[C:18](Cl)(=[O:25])[C:19]1[CH:24]=[CH:23][CH:22]=[CH:21][CH:20]=1. The catalyst is C(Cl)(Cl)Cl. The product is [C:5]1([CH:3]([CH3:4])[CH2:2][NH:1][C:18](=[O:25])[C:19]2[CH:24]=[CH:23][CH:22]=[CH:21][CH:20]=2)[CH:10]=[CH:9][CH:8]=[CH:7][CH:6]=1. The yield is 0.950. (4) The product is [ClH:37].[Cl:37][C:34]1[CH:35]=[CH:36][C:31]([NH:30][C:28]([NH:27][C:24]2[CH:25]=[CH:26][C:21]([N:16]3[C:17]4[C:13](=[C:12]([O:11][CH2:10][CH2:9][NH:7][CH3:6])[CH:20]=[CH:19][CH:18]=4)[CH:14]=[CH:15]3)=[CH:22][CH:23]=2)=[O:29])=[CH:32][C:33]=1[C:38]([F:41])([F:39])[F:40]. The catalyst is C(OC(=O)C)C.Cl. The yield is 0.660. The reactants are C(O[C:6](=O)[N:7]([CH2:9][CH2:10][O:11][C:12]1[CH:20]=[CH:19][CH:18]=[C:17]2[C:13]=1[CH:14]=[CH:15][N:16]2[C:21]1[CH:26]=[CH:25][C:24]([NH:27][C:28]([NH:30][C:31]2[CH:36]=[CH:35][C:34]([Cl:37])=[C:33]([C:38]([F:41])([F:40])[F:39])[CH:32]=2)=[O:29])=[CH:23][CH:22]=1)C)(C)(C)C. (5) The reactants are C(OC(=O)[NH:7][C:8]1[N:9]([C:17]2[CH:22]=[CH:21][CH:20]=[C:19]([N:23]3[CH2:28][CH2:27][O:26][CH2:25][CH2:24]3)[CH:18]=2)[N:10]=[C:11]([C:13]([CH3:16])([CH3:15])[CH3:14])[CH:12]=1)(C)(C)C.C(O)(C(F)(F)F)=O. The catalyst is C(Cl)Cl. The product is [C:13]([C:11]1[CH:12]=[C:8]([NH2:7])[N:9]([C:17]2[CH:22]=[CH:21][CH:20]=[C:19]([N:23]3[CH2:24][CH2:25][O:26][CH2:27][CH2:28]3)[CH:18]=2)[N:10]=1)([CH3:16])([CH3:14])[CH3:15]. The yield is 0.860. (6) The reactants are Br[C:2]1[CH:3]=[CH:4][C:5]([F:27])=[C:6]([CH2:8][CH2:9][N:10]2[CH2:15][CH2:14][N:13]([C:16]3[CH:25]=[CH:24][CH:23]=[C:22]4[C:17]=3[CH:18]=[CH:19][C:20]([CH3:26])=[N:21]4)[CH2:12][CH2:11]2)[CH:7]=1.[CH3:28][S:29]([NH2:32])(=[O:31])=[O:30]. No catalyst specified. The product is [F:27][C:5]1[CH:4]=[CH:3][C:2]([NH:32][S:29]([CH3:28])(=[O:31])=[O:30])=[CH:7][C:6]=1[CH2:8][CH2:9][N:10]1[CH2:15][CH2:14][N:13]([C:16]2[CH:25]=[CH:24][CH:23]=[C:22]3[C:17]=2[CH:18]=[CH:19][C:20]([CH3:26])=[N:21]3)[CH2:12][CH2:11]1. The yield is 0.690. (7) The reactants are [Cl:1][C:2]1[CH:3]=[N+:4]([O-:27])[CH:5]=[C:6]([Cl:26])[C:7]=1[CH2:8][C@@H:9]([C:11]1[CH:16]=[CH:15][C:14]([O:17][CH:18]([F:20])[F:19])=[C:13]([O:21][CH2:22][CH:23]2[CH2:25][CH2:24]2)[CH:12]=1)[OH:10].[C:28]([O:32][C:33]([N:35]1[CH2:39][CH2:38][CH2:37][C@H:36]1[C:40](O)=[O:41])=[O:34])([CH3:31])([CH3:30])[CH3:29].C(Cl)CCl. The catalyst is CN(C1C=CN=CC=1)C.CN(C=O)C. The product is [C:28]([O:32][C:33]([N:35]1[CH2:39][CH2:38][CH2:37][C@H:36]1[C:40]([O:10][C@H:9]([C:11]1[CH:16]=[CH:15][C:14]([O:17][CH:18]([F:20])[F:19])=[C:13]([O:21][CH2:22][CH:23]2[CH2:25][CH2:24]2)[CH:12]=1)[CH2:8][C:7]1[C:6]([Cl:26])=[CH:5][N+:4]([O-:27])=[CH:3][C:2]=1[Cl:1])=[O:41])=[O:34])([CH3:31])([CH3:30])[CH3:29]. The yield is 0.990.